From a dataset of Forward reaction prediction with 1.9M reactions from USPTO patents (1976-2016). Predict the product of the given reaction. (1) Given the reactants [Cl:1][C:2]1[CH:3]=[C:4]([CH:7]=[CH:8][C:9]=1[Cl:10])[CH:5]=O.Cl.[O:12]([NH2:14])[CH3:13].C([BH3-])#N.[Na+], predict the reaction product. The product is: [Cl:1][C:2]1[CH:3]=[C:4]([CH:7]=[CH:8][C:9]=1[Cl:10])[CH2:5][NH:14][O:12][CH3:13]. (2) Given the reactants Cl[C:2]1[N:7]=[N:6][C:5]([C:8]2[N:9]=[N:10][C:11](Cl)=[CH:12][CH:13]=2)=[CH:4][CH:3]=1.C([Sn](CCCC)(CCCC)[C:20]1[CH:25]=[CH:24][CH:23]=[CH:22][N:21]=1)CCC, predict the reaction product. The product is: [N:21]1[CH:22]=[CH:23][CH:24]=[CH:25][C:20]=1[C:2]1[N:7]=[N:6][C:5]([C:8]2[N:9]=[N:10][C:11]([C:22]3[CH:23]=[CH:24][CH:25]=[CH:20][N:21]=3)=[CH:12][CH:13]=2)=[CH:4][CH:3]=1.